This data is from Full USPTO retrosynthesis dataset with 1.9M reactions from patents (1976-2016). The task is: Predict the reactants needed to synthesize the given product. Given the product [CH2:33]([N:35]([CH2:36][CH3:37])[CH2:27][CH2:28][S:29]([N:23]1[CH2:24][CH2:25][CH:20]([C:11]2[C:10]3[C:14](=[C:15]([C:17]([NH2:19])=[O:18])[CH:16]=[C:8]([C:4]4[CH:5]=[CH:6][CH:7]=[C:2]([F:1])[CH:3]=4)[CH:9]=3)[NH:13][N:12]=2)[CH2:21][CH2:22]1)(=[O:31])=[O:30])[CH3:34], predict the reactants needed to synthesize it. The reactants are: [F:1][C:2]1[CH:3]=[C:4]([C:8]2[CH:9]=[C:10]3[C:14](=[C:15]([C:17]([NH2:19])=[O:18])[CH:16]=2)[NH:13][N:12]=[C:11]3[CH:20]2[CH2:25][CH2:24][NH:23][CH2:22][CH2:21]2)[CH:5]=[CH:6][CH:7]=1.Cl[CH2:27][CH2:28][S:29](Cl)(=[O:31])=[O:30].[CH2:33]([N:35](CC)[CH2:36][CH3:37])[CH3:34].C([O-])([O-])=O.[K+].[K+].C(NCC)C.